This data is from Forward reaction prediction with 1.9M reactions from USPTO patents (1976-2016). The task is: Predict the product of the given reaction. (1) Given the reactants Br[CH2:2][C:3]1[NH:8][C:7]([C:9]2[S:10][CH:11]=[CH:12][N:13]=2)=[N:6][CH:5]([C:14]2[CH:19]=[CH:18][C:17]([Cl:20])=[CH:16][C:15]=2[Cl:21])[C:4]=1[C:22]([O:24][CH2:25][CH3:26])=[O:23].[NH:27]1[CH2:32][CH2:31][O:30][C@H:29]([CH2:33][OH:34])[CH2:28]1, predict the reaction product. The product is: [Cl:21][C:15]1[CH:16]=[C:17]([Cl:20])[CH:18]=[CH:19][C:14]=1[CH:5]1[C:4]([C:22]([O:24][CH2:25][CH3:26])=[O:23])=[C:3]([CH2:2][N:27]2[CH2:32][CH2:31][O:30][C@H:29]([CH2:33][OH:34])[CH2:28]2)[NH:8][C:7]([C:9]2[S:10][CH:11]=[CH:12][N:13]=2)=[N:6]1. (2) The product is: [Cl:10][C:7]1[CH:8]=[CH:9][C:4]([C:2]2([CH3:1])[O:13][CH2:12][CH2:11][O:3]2)=[CH:5][CH:6]=1. Given the reactants [CH3:1][C:2]([C:4]1[CH:9]=[CH:8][C:7]([Cl:10])=[CH:6][CH:5]=1)=[O:3].[CH2:11](O)[CH2:12][OH:13].CO, predict the reaction product. (3) Given the reactants [H-].[Na+].F[C:4]1[CH:9]=[CH:8][C:7]([N+:10]([O-:12])=[O:11])=[CH:6][CH:5]=1.[F:13][C:14]1[C:19]([F:20])=[CH:18][CH:17]=[CH:16][C:15]=1[OH:21], predict the reaction product. The product is: [F:20][C:19]1[CH:18]=[CH:17][CH:16]=[C:15]([O:21][C:4]2[CH:9]=[CH:8][C:7]([N+:10]([O-:12])=[O:11])=[CH:6][CH:5]=2)[C:14]=1[F:13]. (4) Given the reactants [NH2:1][C:2]1[CH:11]=[CH:10][C:9]2[NH:8][C:7](=[O:12])[C:6]3[NH:13][CH:14]=[CH:15][C:5]=3[C:4]=2[CH:3]=1.Cl.[CH2:17]([C:19]([OH:21])=[O:20])[CH3:18].[CH:22]1[C:31]2[C:26](=[CH:27][CH:28]=[CH:29][CH:30]=2)[CH:25]=[CH:24][C:23]=1[S:32](Cl)(=[O:34])=[O:33], predict the reaction product. The product is: [CH:22]1[C:31]2[C:26](=[CH:27][CH:28]=[CH:29][CH:30]=2)[CH:25]=[CH:24][C:23]=1[S:32]([NH:1][C:2]1[CH:11]=[CH:10][C:9]2[NH:8][C:7](=[O:12])[C:6]3[NH:13][CH:14]=[CH:15][C:5]=3[C:4]=2[CH:3]=1)(=[O:33])=[O:34].[CH2:17]([C:19]([O-:21])=[O:20])[CH3:18]. (5) Given the reactants [N+:1]([C:4]1([CH2:9][CH2:10][C:11]([O:13]C)=[O:12])[CH2:8][CH2:7][CH2:6][CH2:5]1)([O-:3])=[O:2].[OH-].[Na+], predict the reaction product. The product is: [N+:1]([C:4]1([CH2:9][CH2:10][C:11]([OH:13])=[O:12])[CH2:8][CH2:7][CH2:6][CH2:5]1)([O-:3])=[O:2]. (6) Given the reactants [CH3:1][O:2][C:3]1[CH:9]=[CH:8][C:6]([NH2:7])=[C:5]([N+:10]([O-:12])=[O:11])[CH:4]=1.[H-].[Na+].[C:15](O[C:15]([O:17][C:18]([CH3:21])([CH3:20])[CH3:19])=[O:16])([O:17][C:18]([CH3:21])([CH3:20])[CH3:19])=[O:16].Cl, predict the reaction product. The product is: [C:18]([O:17][C:15](=[O:16])[NH:7][C:6]1[CH:8]=[CH:9][C:3]([O:2][CH3:1])=[CH:4][C:5]=1[N+:10]([O-:12])=[O:11])([CH3:21])([CH3:20])[CH3:19]. (7) Given the reactants [C:1]([O:5][C:6]([NH:8][CH2:9][C:10]1[CH:11]=[C:12]([CH:33]=[CH:34][CH:35]=1)[CH2:13][O:14][C:15]1[CH:16]=[C:17]([CH:21]=[C:22]([O:24][C:25]2[CH:30]=[CH:29][C:28]([C:31]#[N:32])=[CH:27][CH:26]=2)[CH:23]=1)[C:18]([OH:20])=O)=[O:7])([CH3:4])([CH3:3])[CH3:2].[C:36]([O:40][C:41](=[O:50])[NH:42][CH:43]1[CH2:48][CH2:47][CH:46]([NH2:49])[CH2:45][CH2:44]1)([CH3:39])([CH3:38])[CH3:37], predict the reaction product. The product is: [C:36]([O:40][C:41](=[O:50])[NH:42][CH:43]1[CH2:44][CH2:45][CH:46]([NH:49][C:18](=[O:20])[C:17]2[CH:21]=[C:22]([O:24][C:25]3[CH:26]=[CH:27][C:28]([C:31]#[N:32])=[CH:29][CH:30]=3)[CH:23]=[C:15]([O:14][CH2:13][C:12]3[CH:33]=[CH:34][CH:35]=[C:10]([CH2:9][NH:8][C:6]([O:5][C:1]([CH3:2])([CH3:4])[CH3:3])=[O:7])[CH:11]=3)[CH:16]=2)[CH2:47][CH2:48]1)([CH3:39])([CH3:37])[CH3:38]. (8) Given the reactants [NH2:1][C:2]1[C:10]([CH3:11])=[CH:9][CH:8]=[CH:7][C:3]=1[C:4](O)=[O:5].Cl.[CH3:13][NH:14][O:15][CH3:16].C1C=CC2N(O)N=NC=2C=1.C(Cl)CCl, predict the reaction product. The product is: [NH2:1][C:2]1[C:10]([CH3:11])=[CH:9][CH:8]=[CH:7][C:3]=1[C:4]([N:14]([O:15][CH3:16])[CH3:13])=[O:5]. (9) Given the reactants [CH2:1]([O:3][C:4](=[O:19])[C:5]1[CH:10]=[CH:9][CH:8]=[C:7]([NH:11][C:12]([O:14][C:15]([CH3:18])([CH3:17])[CH3:16])=[O:13])[CH:6]=1)[CH3:2].C(=O)([O-])[O-].[Cs+].[Cs+].[CH2:26](Br)[CH:27]=[CH2:28], predict the reaction product. The product is: [CH2:1]([O:3][C:4](=[O:19])[C:5]1[CH:10]=[CH:9][CH:8]=[C:7]([N:11]([CH2:28][CH:27]=[CH2:26])[C:12]([O:14][C:15]([CH3:18])([CH3:17])[CH3:16])=[O:13])[CH:6]=1)[CH3:2]. (10) Given the reactants CC1(C)CCN(C2C=CC(SC(F)(F)F)=CC=2)C(=O)N1CC1C2C(=NC=CC=2)NC=1.[NH2:31][C:32]([CH3:36])([CH3:35])[CH2:33][OH:34].[F:37][C:38]([F:50])([F:49])[O:39][C:40]1[CH:45]=[CH:44][C:43]([N:46]=[C:47]=[O:48])=[CH:42][CH:41]=1, predict the reaction product. The product is: [OH:34][CH2:33][C:32]([NH:31][C:47]([NH:46][C:43]1[CH:44]=[CH:45][C:40]([O:39][C:38]([F:37])([F:49])[F:50])=[CH:41][CH:42]=1)=[O:48])([CH3:36])[CH3:35].